Dataset: Forward reaction prediction with 1.9M reactions from USPTO patents (1976-2016). Task: Predict the product of the given reaction. (1) Given the reactants [CH3:1][C:2]1[CH:7]=[C:6]([CH3:8])[N:5]=[C:4]([NH2:9])[CH:3]=1.[Cl:10][C:11]1[CH:27]=[CH:26][C:25]([F:28])=[CH:24][C:12]=1[O:13][CH2:14][C:15]1[CH:20]=[CH:19][N:18]=[C:17]([C:21](O)=[O:22])[CH:16]=1, predict the reaction product. The product is: [Cl:10][C:11]1[CH:27]=[CH:26][C:25]([F:28])=[CH:24][C:12]=1[O:13][CH2:14][C:15]1[CH:20]=[CH:19][N:18]=[C:17]([C:21]([NH:9][C:4]2[CH:3]=[C:2]([CH3:1])[CH:7]=[C:6]([CH3:8])[N:5]=2)=[O:22])[CH:16]=1. (2) Given the reactants Cl[C:2]1[N:10]=[C:9]2[C:5]([N:6]=[C:7]([CH2:12][N:13]3[CH2:16][CH:15]([CH:17]4[CH2:22][CH2:21][O:20][CH2:19][CH2:18]4)[CH2:14]3)[N:8]2[CH3:11])=[C:4]([N:23]2[CH2:28][CH2:27][O:26][CH2:25][CH2:24]2)[N:3]=1.[C:29]1([NH2:36])[C:30]([NH2:35])=[CH:31][CH:32]=[CH:33][CH:34]=1.CC(C1C=C(C(C)C)C(C2C=CC=CC=2P(C2CCCCC2)C2CCCCC2)=C(C(C)C)C=1)C.C([O-])([O-])=O.[Cs+].[Cs+], predict the reaction product. The product is: [CH3:11][N:8]1[C:7]([CH2:12][N:13]2[CH2:16][CH:15]([CH:17]3[CH2:22][CH2:21][O:20][CH2:19][CH2:18]3)[CH2:14]2)=[N:6][C:5]2[C:9]1=[N:10][C:2]([NH:35][C:30]1[C:29]([NH2:36])=[CH:34][CH:33]=[CH:32][CH:31]=1)=[N:3][C:4]=2[N:23]1[CH2:28][CH2:27][O:26][CH2:25][CH2:24]1. (3) The product is: [N+:1]([C:4]1[CH:13]=[CH:12][CH:11]=[C:10]2[C:5]=1[CH:6]=[CH:7][N:15]([CH:16]1[CH2:17][CH2:18][N:19]([C:22]([O:24][C:25]([CH3:28])([CH3:27])[CH3:26])=[O:23])[CH2:20][CH2:21]1)[C:9]2=[O:14])([O-:3])=[O:2]. Given the reactants [N+:1]([C:4]1[CH:13]=[CH:12][CH:11]=[C:10]2[C:5]=1[CH:6]=[CH:7]O[C:9]2=[O:14])([O-:3])=[O:2].[NH2:15][CH:16]1[CH2:21][CH2:20][N:19]([C:22]([O:24][C:25]([CH3:28])([CH3:27])[CH3:26])=[O:23])[CH2:18][CH2:17]1.CO, predict the reaction product. (4) Given the reactants [O:1]=[C:2]1[N:11]([NH:12][S:13]([CH3:16])(=[O:15])=[O:14])[C:10](=[O:17])[C:9]2[C:4](=[CH:5][C:6]([C:23]([F:26])([F:25])[F:24])=[C:7]([C@H:18]3[CH2:22][CH2:21][CH2:20][O:19]3)[CH:8]=2)[NH:3]1.Cl[C:28]([O:30][CH2:31][CH2:32][O:33][CH3:34])=[O:29], predict the reaction product. The product is: [CH3:34][O:33][CH2:32][CH2:31][O:30][C:28](=[O:29])[N:12]([S:13]([CH3:16])(=[O:15])=[O:14])[N:11]1[C:10](=[O:17])[C:9]2[C:4](=[CH:5][C:6]([C:23]([F:25])([F:26])[F:24])=[C:7]([C@H:18]3[CH2:22][CH2:21][CH2:20][O:19]3)[CH:8]=2)[NH:3][C:2]1=[O:1]. (5) Given the reactants [CH2:1]([O:8][C:9]1[CH:18]=[C:17]([NH:19][CH:20]=[C:21]2[C:26](=[O:27])OC(C)(C)OC2=O)[CH:16]=[CH:15][C:10]=1[C:11]([O:13][CH3:14])=[O:12])[C:2]1[CH:7]=[CH:6][CH:5]=[CH:4][CH:3]=1, predict the reaction product. The product is: [CH2:1]([O:8][C:9]1[CH:18]=[C:17]2[C:16]([C:26](=[O:27])[CH:21]=[CH:20][NH:19]2)=[CH:15][C:10]=1[C:11]([O:13][CH3:14])=[O:12])[C:2]1[CH:3]=[CH:4][CH:5]=[CH:6][CH:7]=1.